From a dataset of Catalyst prediction with 721,799 reactions and 888 catalyst types from USPTO. Predict which catalyst facilitates the given reaction. Reactant: [Cl:1][C:2]1[CH:10]=[C:9]2[C:5]([CH2:6][C:7](=[O:11])[NH:8]2)=[CH:4][CH:3]=1.[Cl:12][C:13]1[CH:14]=[C:15]([CH:18]=[CH:19][C:20]=1[F:21])[CH:16]=O.N1CCCCC1. Product: [Cl:1][C:2]1[CH:10]=[C:9]2[C:5](/[C:6](=[CH:16]/[C:15]3[CH:18]=[CH:19][C:20]([F:21])=[C:13]([Cl:12])[CH:14]=3)/[C:7](=[O:11])[NH:8]2)=[CH:4][CH:3]=1. The catalyst class is: 5.